Dataset: Catalyst prediction with 721,799 reactions and 888 catalyst types from USPTO. Task: Predict which catalyst facilitates the given reaction. (1) Reactant: [OH-].[K+].[Cl:3][C:4]1[CH:5]=[C:6]([N:10]2[C:14]([C:15]3[CH:20]=[CH:19][CH:18]=[C:17]([C:21]([F:24])([F:23])[F:22])[CH:16]=3)=[CH:13][C:12]([C:25]([O:27]CC)=[O:26])=[N:11]2)[CH:7]=[CH:8][CH:9]=1.Cl. Product: [Cl:3][C:4]1[CH:5]=[C:6]([N:10]2[C:14]([C:15]3[CH:20]=[CH:19][CH:18]=[C:17]([C:21]([F:24])([F:23])[F:22])[CH:16]=3)=[CH:13][C:12]([C:25]([OH:27])=[O:26])=[N:11]2)[CH:7]=[CH:8][CH:9]=1. The catalyst class is: 24. (2) Product: [O:60]1[CH2:61][CH2:62][CH:57]([NH:56][C:21]([C:17]2[S:16][C:15](/[CH:14]=[CH:13]/[C:12]3[N:8]([C:5]4[CH:6]=[CH:7][C:2]([F:1])=[CH:3][CH:4]=4)[N:9]=[N:10][C:11]=3[CH3:24])=[N:19][C:18]=2[CH3:20])=[O:22])[CH2:58][CH2:59]1. The catalyst class is: 3. Reactant: [F:1][C:2]1[CH:7]=[CH:6][C:5]([N:8]2[C:12](/[CH:13]=[CH:14]/[C:15]3[S:16][C:17]([C:21](O)=[O:22])=[C:18]([CH3:20])[N:19]=3)=[C:11]([CH3:24])[N:10]=[N:9]2)=[CH:4][CH:3]=1.CN(C(ON1N=NC2C=CC=CC1=2)=[N+](C)C)C.[B-](F)(F)(F)F.CCN(C(C)C)C(C)C.[NH2:56][CH:57]1[CH2:62][CH2:61][O:60][CH2:59][CH2:58]1. (3) Reactant: Cl[C:2]1[C:11]2=[N:12][N:13](CC3C=CC(OC)=CC=3)[CH:14]=[C:10]2[C:9]2[CH:8]=[C:7]([C:24]#[N:25])[CH:6]=[CH:5][C:4]=2[N:3]=1.[CH3:26][O:27][C:28]1[CH:29]=[C:30]([CH:32]=[CH:33][C:34]=1[O:35][CH3:36])[NH2:31].Cl. Product: [CH3:26][O:27][C:28]1[CH:29]=[C:30]([NH:31][C:2]2[C:11]3=[N:12][NH:13][CH:14]=[C:10]3[C:9]3[CH:8]=[C:7]([C:24]#[N:25])[CH:6]=[CH:5][C:4]=3[N:3]=2)[CH:32]=[CH:33][C:34]=1[O:35][CH3:36]. The catalyst class is: 71. (4) Reactant: CC1(C)C(C)(C)[O:5][B:4]([C:9]2[CH:18]=[C:17]3[C:12]([CH2:13][CH2:14][NH:15][CH2:16]3)=[CH:11][CH:10]=2)[O:3]1. Product: [CH2:16]1[C:17]2[C:12](=[CH:11][CH:10]=[C:9]([B:4]([OH:5])[OH:3])[CH:18]=2)[CH2:13][CH2:14][NH:15]1. The catalyst class is: 33. (5) Reactant: [C:1](=[O:27])([O:7][C:8]1[C:20]2[CH2:19][O:18][C:17](=[O:21])[C:16]=2[C:15]([OH:22])=[C:14]2[C:9]=1[CH:10]=[C:11]([O:25][CH3:26])[C:12]([O:23][CH3:24])=[CH:13]2)[O:2][C:3]([CH3:6])([CH3:5])[CH3:4].N1C=CC=CC=1.[F:34][C:35]([F:48])([F:47])[S:36](O[S:36]([C:35]([F:48])([F:47])[F:34])(=[O:38])=[O:37])(=[O:38])=[O:37].C(=O)(O)[O-].[Na+]. Product: [F:34][C:35]([F:48])([F:47])[S:36]([O:22][C:15]1[C:16]2[C:17](=[O:21])[O:18][CH2:19][C:20]=2[C:8]([O:7][C:1]([O:2][C:3]([CH3:6])([CH3:5])[CH3:4])=[O:27])=[C:9]2[C:14]=1[CH:13]=[C:12]([O:23][CH3:24])[C:11]([O:25][CH3:26])=[CH:10]2)(=[O:38])=[O:37]. The catalyst class is: 4. (6) Reactant: [CH2:1]([O:8][C:9]([NH:11][C@H:12]([C:24]([OH:26])=O)[CH2:13][CH2:14][CH2:15][NH:16][C:17]([O:19][C:20]([CH3:23])([CH3:22])[CH3:21])=[O:18])=[O:10])[C:2]1[CH:7]=[CH:6][CH:5]=[CH:4][CH:3]=1.[C:27]([O:31][C:32](=[O:37])[NH:33][CH2:34][CH2:35][NH2:36])([CH3:30])([CH3:29])[CH3:28].C(Cl)CCl.C1C=CC2N(O)N=NC=2C=1. Product: [C:20]([O:19][C:17]([NH:16][CH2:15][CH2:14][CH2:13][C@H:12]([NH:11][C:9](=[O:10])[O:8][CH2:1][C:2]1[CH:3]=[CH:4][CH:5]=[CH:6][CH:7]=1)[C:24]([NH:36][CH2:35][CH2:34][NH:33][C:32]([O:31][C:27]([CH3:30])([CH3:29])[CH3:28])=[O:37])=[O:26])=[O:18])([CH3:21])([CH3:22])[CH3:23]. The catalyst class is: 9.